Dataset: Reaction yield outcomes from USPTO patents with 853,638 reactions. Task: Predict the reaction yield, written as a fraction of the theoretical maximum amount of product (1.0 means a 100% yield; for example, 0.34 means a 34% yield). (1) The reactants are [CH:1](/[C:9]1[CH:10]=[CH:11][C:12]2[O:13][CH2:14][C:15](=[O:19])[NH:16][C:17]=2[N:18]=1)=C\C1C=CC=CC=1.CSC.C(Cl)Cl.C[OH:27]. No catalyst specified. The product is [O:19]=[C:15]1[CH2:14][O:13][C:12]2[CH:11]=[CH:10][C:9]([CH:1]=[O:27])=[N:18][C:17]=2[NH:16]1. The yield is 0.770. (2) The reactants are [C:1]([N:8]1[CH2:13][CH2:12][NH:11][CH2:10][CH2:9]1)([O:3][C:4]([CH3:7])([CH3:6])[CH3:5])=[O:2].[N+:14]([C:17]1[CH:24]=[CH:23][CH:22]=[C:21]([N+]([O-])=O)[C:18]=1[C:19]#[N:20])([O-:16])=[O:15].O.C(OCC)(=O)C. The catalyst is CN(C=O)C. The product is [C:4]([O:3][C:1]([N:8]1[CH2:9][CH2:10][N:11]([C:21]2[CH:22]=[CH:23][CH:24]=[C:17]([N+:14]([O-:16])=[O:15])[C:18]=2[C:19]#[N:20])[CH2:12][CH2:13]1)=[O:2])([CH3:7])([CH3:6])[CH3:5]. The yield is 0.690. (3) The reactants are [Br:1][C:2]1[CH:3]=[CH:4][C:5]2[N:6]([CH2:16][CH:17](O)[CH2:18][N:19]([C:32]3[CH:37]=[CH:36][CH:35]=[C:34]([O:38][CH3:39])[CH:33]=3)[S:20]([C:23]3[CH:28]=[CH:27][C:26]([N+:29]([O-:31])=[O:30])=[CH:25][CH:24]=3)(=[O:22])=[O:21])[C:7]3[C:12]([C:13]=2[CH:14]=1)=[CH:11][C:10]([Br:15])=[CH:9][CH:8]=3.C(N(S(F)(F)[F:47])CC)C. No catalyst specified. The product is [Br:1][C:2]1[CH:3]=[CH:4][C:5]2[N:6]([CH2:16][CH:17]([F:47])[CH2:18][N:19]([C:32]3[CH:37]=[CH:36][CH:35]=[C:34]([O:38][CH3:39])[CH:33]=3)[S:20]([C:23]3[CH:28]=[CH:27][C:26]([N+:29]([O-:31])=[O:30])=[CH:25][CH:24]=3)(=[O:22])=[O:21])[C:7]3[C:12]([C:13]=2[CH:14]=1)=[CH:11][C:10]([Br:15])=[CH:9][CH:8]=3. The yield is 1.00. (4) The yield is 0.650. The reactants are [CH:1]1([NH:6][CH2:7][CH2:8][C:9]([O:11][CH3:12])=[O:10])[CH2:5][CH2:4][CH2:3][CH2:2]1.C([O-])([O-])=O.[K+].[K+].[Cl:19][C:20]1[N:25]=[C:24](Cl)[C:23]([N+:27]([O-:29])=[O:28])=[CH:22][N:21]=1.N1C=CC=NC=1. The product is [CH:1]1([N:6]([C:22]2[C:23]([N+:27]([O-:29])=[O:28])=[CH:24][N:25]=[C:20]([Cl:19])[N:21]=2)[CH2:7][CH2:8][C:9]([O:11][CH3:12])=[O:10])[CH2:2][CH2:3][CH2:4][CH2:5]1. The catalyst is CC(C)=O. (5) The yield is 0.620. The catalyst is C(O)C. The product is [Cl:12][C:13]1[CH:18]=[CH:17][C:16]([NH:19][C:20]([CH:22]2[CH2:23][CH2:24][CH2:25]2)=[O:21])=[CH:15][C:14]=1[NH:26][C:27]1[S:28]/[C:29](=[CH:10]\[C:8]2[CH:7]=[CH:6][N:5]3[N:1]=[CH:2][CH:3]=[C:4]3[CH:9]=2)/[C:30](=[O:32])[N:31]=1. The reactants are [N:1]1[N:5]2[CH:6]=[CH:7][C:8]([CH:10]=O)=[CH:9][C:4]2=[CH:3][CH:2]=1.[Cl:12][C:13]1[CH:18]=[CH:17][C:16]([NH:19][C:20]([CH:22]2[CH2:25][CH2:24][CH2:23]2)=[O:21])=[CH:15][C:14]=1/[N:26]=[C:27]1\[S:28][CH2:29][C:30](=[O:32])[NH:31]\1.C([O-])(=O)C.[NH2+]1CCCCC1.O.